This data is from NCI-60 drug combinations with 297,098 pairs across 59 cell lines. The task is: Regression. Given two drug SMILES strings and cell line genomic features, predict the synergy score measuring deviation from expected non-interaction effect. Drug 1: CNC(=O)C1=NC=CC(=C1)OC2=CC=C(C=C2)NC(=O)NC3=CC(=C(C=C3)Cl)C(F)(F)F. Drug 2: CC1=C(C(=O)C2=C(C1=O)N3CC4C(C3(C2COC(=O)N)OC)N4)N. Cell line: HS 578T. Synergy scores: CSS=13.4, Synergy_ZIP=-6.08, Synergy_Bliss=0.429, Synergy_Loewe=-4.75, Synergy_HSA=2.55.